This data is from Catalyst prediction with 721,799 reactions and 888 catalyst types from USPTO. The task is: Predict which catalyst facilitates the given reaction. (1) Reactant: [F:1][C:2]1[CH:3]=[C:4]([C:12]2[S:16][C:15]([N:17]=[C:18]=[O:19])=[N:14][C:13]=2[CH3:20])[CH:5]=[CH:6][C:7]=1[S:8]([CH3:11])(=[O:10])=[O:9].[NH2:21][CH2:22][CH2:23][OH:24]. Product: [F:1][C:2]1[CH:3]=[C:4]([C:12]2[S:16][C:15]([NH:17][C:18]([NH:21][CH2:22][CH2:23][OH:24])=[O:19])=[N:14][C:13]=2[CH3:20])[CH:5]=[CH:6][C:7]=1[S:8]([CH3:11])(=[O:10])=[O:9]. The catalyst class is: 12. (2) Reactant: [CH3:1][C:2]1[CH:10]=[CH:9][C:5]([C:6]([OH:8])=O)=[CH:4][CH:3]=1.C(N1C=CN=C1)(N1C=CN=C1)=O.[NH2:23][C@@H:24]([CH:44]([CH3:46])[CH3:45])[CH2:25][NH:26][C:27](=[O:43])[C@@H:28]([NH:32][C:33]([O:35][CH2:36][C:37]1[CH:42]=[CH:41][CH:40]=[CH:39][CH:38]=1)=[O:34])[CH:29]([CH3:31])[CH3:30]. Product: [CH3:45][CH:44]([CH3:46])[C@H:24]([NH:23][C:6](=[O:8])[C:5]1[CH:4]=[CH:3][C:2]([CH3:1])=[CH:10][CH:9]=1)[CH2:25][NH:26][C:27](=[O:43])[C@@H:28]([NH:32][C:33]([O:35][CH2:36][C:37]1[CH:38]=[CH:39][CH:40]=[CH:41][CH:42]=1)=[O:34])[CH:29]([CH3:30])[CH3:31]. The catalyst class is: 4. (3) Reactant: [NH2:1][C:2]1[C:3]([C:13]([C:15]2[CH:20]=[CH:19][C:18]([F:21])=[CH:17][CH:16]=2)=O)=[CH:4][C:5]([Cl:12])=[C:6]2[C:11]=1[N:10]=[CH:9][CH:8]=[CH:7]2.[CH3:22][NH:23][S:24](Cl)(=[O:26])=[O:25].[BH4-].[Na+]. Product: [Cl:12][C:5]1[C:6]2[C:11]([C:2]3[NH:1][S:24](=[O:26])(=[O:25])[N:23]([CH3:22])[CH:13]([C:15]4[CH:20]=[CH:19][C:18]([F:21])=[CH:17][CH:16]=4)[C:3]=3[CH:4]=1)=[N:10][CH:9]=[CH:8][CH:7]=2. The catalyst class is: 17. (4) Reactant: Br[C:2]1[CH:3]=[C:4]([N:24]([CH2:31][CH3:32])[CH:25]2[CH2:30][CH2:29][O:28][CH2:27][CH2:26]2)[C:5]([CH3:23])=[C:6]([CH:22]=1)[C:7]([NH:9][CH2:10][C:11]1[C:12](=[O:21])[NH:13][C:14]([CH3:20])=[CH:15][C:16]=1[CH:17]([CH3:19])[CH3:18])=[O:8].CC1(C)C(C)(C)OB([C:41]2[CH:42]=[CH:43][C:44]([CH:47]=[O:48])=[N:45][CH:46]=2)O1.C([O-])([O-])=O.[Na+].[Na+]. Product: [CH2:31]([N:24]([CH:25]1[CH2:30][CH2:29][O:28][CH2:27][CH2:26]1)[C:4]1[C:5]([CH3:23])=[C:6]([CH:22]=[C:2]([C:41]2[CH:46]=[N:45][C:44]([CH:47]=[O:48])=[CH:43][CH:42]=2)[CH:3]=1)[C:7]([NH:9][CH2:10][C:11]1[C:12](=[O:21])[NH:13][C:14]([CH3:20])=[CH:15][C:16]=1[CH:17]([CH3:19])[CH3:18])=[O:8])[CH3:32]. The catalyst class is: 77. (5) Reactant: C(O)C(N)(CO)CO.[Na+].[Cl-].CCC(COC(C(N(CC[NH+](C)C)C)=O)(C1C=CC=CC=1)C1C=CC=CC=1)CC.[Cl-].C(S)[C@@H](O)[C@H](O)CS.[F-].[Na+].[NH2:51][C@H:52]([C:65]([OH:67])=[O:66])[CH2:53][C:54]1[CH:59]=[CH:58][C:57]([O:60]P(O)(O)=O)=[CH:56][CH:55]=1.CCCCCCCCCCCCOS([O-])(=O)=O.[Na+]. Product: [NH2:51][C@H:52]([C:65]([OH:67])=[O:66])[CH2:53][C:54]1[CH:55]=[CH:56][C:57]([OH:60])=[CH:58][CH:59]=1. The catalyst class is: 610. (6) Reactant: Cl[CH2:2][C:3]([N:5]1[CH2:10][CH:9]([CH3:11])[N:8]([CH2:12][C:13]2[CH:18]=[CH:17][C:16]([F:19])=[CH:15][CH:14]=2)[CH2:7][CH:6]1[CH3:20])=[O:4].C(=O)([O-])[O-].[K+].[K+].[I-].[K+].[Cl:29][C:30]1[CH:35]=[CH:34][C:33]([OH:36])=[C:32]([C:37]2[O:41][N:40]=[CH:39][CH:38]=2)[CH:31]=1. Product: [Cl:29][C:30]1[CH:35]=[CH:34][C:33]([O:36][CH2:2][C:3]([N:5]2[CH2:10][C@H:9]([CH3:11])[N:8]([CH2:12][C:13]3[CH:18]=[CH:17][C:16]([F:19])=[CH:15][CH:14]=3)[CH2:7][C@H:6]2[CH3:20])=[O:4])=[C:32]([C:37]2[O:41][N:40]=[CH:39][CH:38]=2)[CH:31]=1. The catalyst class is: 783. (7) Reactant: Cl[C:2]1[CH:7]=[C:6]([C:8]2[N:12]3[N:13]=[C:14]([NH:17][C@H:18]4[CH2:23][CH2:22][C@H:21]([OH:24])[CH2:20][CH2:19]4)[CH:15]=[CH:16][C:11]3=[N:10][CH:9]=2)[CH:5]=[CH:4][N:3]=1.O.[CH3:26][N:27](C)C=O. Product: [OH:24][C@H:21]1[CH2:22][CH2:23][C@H:18]([NH:17][C:14]2[CH:15]=[CH:16][C:11]3[N:12]([C:8]([C:6]4[CH:5]=[CH:4][N:3]=[C:2]([C:26]#[N:27])[CH:7]=4)=[CH:9][N:10]=3)[N:13]=2)[CH2:19][CH2:20]1. The catalyst class is: 267. (8) The catalyst class is: 1. Product: [CH:1]1([NH:4][C:5]([C:6]2[CH:11]=[C:10]([F:12])[C:9]([CH3:13])=[C:8]([B:23]([OH:28])[OH:24])[CH:7]=2)=[O:15])[CH2:3][CH2:2]1. Reactant: [CH:1]1([NH:4][C:5](=[O:15])[C:6]2[CH:11]=[C:10]([F:12])[C:9]([CH3:13])=[C:8](I)[CH:7]=2)[CH2:3][CH2:2]1.[H-].[Na+].C([Li])CCC.[B:23](OC(C)C)([O:28]C(C)C)[O:24]C(C)C.